From a dataset of NCI-60 drug combinations with 297,098 pairs across 59 cell lines. Regression. Given two drug SMILES strings and cell line genomic features, predict the synergy score measuring deviation from expected non-interaction effect. (1) Drug 1: C1=CN(C=N1)CC(O)(P(=O)(O)O)P(=O)(O)O. Drug 2: C1=NC2=C(N1)C(=S)N=CN2. Cell line: HCT116. Synergy scores: CSS=48.9, Synergy_ZIP=3.31, Synergy_Bliss=3.17, Synergy_Loewe=-12.0, Synergy_HSA=-0.283. (2) Drug 1: CC(C)(C#N)C1=CC(=CC(=C1)CN2C=NC=N2)C(C)(C)C#N. Drug 2: CCC1=C2CN3C(=CC4=C(C3=O)COC(=O)C4(CC)O)C2=NC5=C1C=C(C=C5)O. Cell line: COLO 205. Synergy scores: CSS=33.7, Synergy_ZIP=-10.6, Synergy_Bliss=-3.45, Synergy_Loewe=-46.3, Synergy_HSA=-3.96. (3) Drug 1: CC1CCC2CC(C(=CC=CC=CC(CC(C(=O)C(C(C(=CC(C(=O)CC(OC(=O)C3CCCCN3C(=O)C(=O)C1(O2)O)C(C)CC4CCC(C(C4)OC)O)C)C)O)OC)C)C)C)OC. Drug 2: CC1C(C(CC(O1)OC2CC(CC3=C2C(=C4C(=C3O)C(=O)C5=C(C4=O)C(=CC=C5)OC)O)(C(=O)CO)O)N)O.Cl. Cell line: SK-MEL-28. Synergy scores: CSS=31.8, Synergy_ZIP=5.55, Synergy_Bliss=7.76, Synergy_Loewe=5.44, Synergy_HSA=6.56. (4) Drug 1: CC1C(C(CC(O1)OC2CC(CC3=C2C(=C4C(=C3O)C(=O)C5=C(C4=O)C(=CC=C5)OC)O)(C(=O)C)O)N)O.Cl. Drug 2: COCCOC1=C(C=C2C(=C1)C(=NC=N2)NC3=CC=CC(=C3)C#C)OCCOC.Cl. Cell line: SN12C. Synergy scores: CSS=23.9, Synergy_ZIP=-0.288, Synergy_Bliss=3.05, Synergy_Loewe=-2.64, Synergy_HSA=3.47. (5) Drug 1: C1=CN(C(=O)N=C1N)C2C(C(C(O2)CO)O)O.Cl. Synergy scores: CSS=50.3, Synergy_ZIP=-0.787, Synergy_Bliss=0.455, Synergy_Loewe=-3.48, Synergy_HSA=-0.462. Drug 2: CC1=C(C(=CC=C1)Cl)NC(=O)C2=CN=C(S2)NC3=CC(=NC(=N3)C)N4CCN(CC4)CCO. Cell line: NCI/ADR-RES. (6) Drug 1: C1=CC(=CC=C1CCCC(=O)O)N(CCCl)CCCl. Drug 2: C1CNP(=O)(OC1)N(CCCl)CCCl. Cell line: ACHN. Synergy scores: CSS=47.7, Synergy_ZIP=-0.538, Synergy_Bliss=-1.74, Synergy_Loewe=-25.0, Synergy_HSA=-3.57. (7) Drug 1: C1=CC(=C2C(=C1NCCNCCO)C(=O)C3=C(C=CC(=C3C2=O)O)O)NCCNCCO. Drug 2: CC1C(C(CC(O1)OC2CC(CC3=C2C(=C4C(=C3O)C(=O)C5=C(C4=O)C(=CC=C5)OC)O)(C(=O)C)O)N)O.Cl. Cell line: PC-3. Synergy scores: CSS=30.4, Synergy_ZIP=3.05, Synergy_Bliss=5.01, Synergy_Loewe=8.64, Synergy_HSA=9.32.